This data is from Forward reaction prediction with 1.9M reactions from USPTO patents (1976-2016). The task is: Predict the product of the given reaction. Given the reactants [Br:1][C:2]1[CH:3]=[N:4][C:5]2[N:6]([N:8]=[C:9]([C:11]([OH:13])=O)[CH:10]=2)[CH:7]=1.[CH3:14][CH:15]1[CH2:20][C:19]([C:21]2[NH:25][N:24]=[N:23][N:22]=2)=[CH:18][CH2:17][NH:16]1, predict the reaction product. The product is: [Br:1][C:2]1[CH:3]=[N:4][C:5]2[N:6]([N:8]=[C:9]([C:11]([N:16]3[CH2:17][CH:18]=[C:19]([C:21]4[NH:25][N:24]=[N:23][N:22]=4)[CH2:20][CH:15]3[CH3:14])=[O:13])[CH:10]=2)[CH:7]=1.